This data is from Forward reaction prediction with 1.9M reactions from USPTO patents (1976-2016). The task is: Predict the product of the given reaction. (1) The product is: [CH2:1]([O:8][C@@H:9]1[C@@H:15]([O:16][CH2:17][C:18]2[CH:19]=[CH:20][CH:21]=[CH:22][CH:23]=2)[C@H:14]([O:24][CH2:25][C:26]2[CH:31]=[CH:30][CH:29]=[CH:28][CH:27]=2)[C@@H:13]([CH2:32][O:33][CH2:34][C:35]2[CH:36]=[CH:37][CH:38]=[CH:39][CH:40]=2)[S:12][C:10]1([C:41]1[CH:46]=[C:45]([CH:47]=[O:48])[C:44]([CH3:52])=[CH:43][C:42]=1[O:53][CH2:54][C:55]1[CH:56]=[CH:57][CH:58]=[CH:59][CH:60]=1)[OH:11])[C:2]1[CH:7]=[CH:6][CH:5]=[CH:4][CH:3]=1. Given the reactants [CH2:1]([O:8][C@@H:9]1[C@@H:15]([O:16][CH2:17][C:18]2[CH:23]=[CH:22][CH:21]=[CH:20][CH:19]=2)[C@H:14]([O:24][CH2:25][C:26]2[CH:31]=[CH:30][CH:29]=[CH:28][CH:27]=2)[C@@H:13]([CH2:32][O:33][CH2:34][C:35]2[CH:40]=[CH:39][CH:38]=[CH:37][CH:36]=2)[S:12][C:10]1([C:41]1[CH:46]=[C:45]([CH:47]2OCC[O:48]2)[C:44]([CH3:52])=[CH:43][C:42]=1[O:53][CH2:54][C:55]1[CH:60]=[CH:59][CH:58]=[CH:57][CH:56]=1)[OH:11])[C:2]1[CH:7]=[CH:6][CH:5]=[CH:4][CH:3]=1.O, predict the reaction product. (2) Given the reactants NC1N([C:7]2[CH:8]=[C:9]([CH:13]=[CH:14][C:15]=2C)[C:10]([OH:12])=[O:11])N=CC=1C(=O)C1C=CC=CC=1.[C:25]([O:29][C:30](=O)NN)([CH3:28])(C)C.CCN=C=NC[CH2:40][CH2:41][N:42]([CH3:44])C.[CH:45]1C=CC2N(O)N=NC=2[CH:50]=1.[Cl-].[Na+].[OH2:57], predict the reaction product. The product is: [CH2:45]([O:12][C:10](=[O:11])[C:9]1[CH:13]=[CH:14][CH:15]=[C:7]([O:57][CH2:40][CH2:41][N:42]2[CH2:28][CH2:25][O:29][CH2:30][CH2:44]2)[CH:8]=1)[CH3:50]. (3) Given the reactants [Cl:1][C:2]1[CH:3]=[C:4]([CH:8]=[CH:9][C:10]=1[C:11](=[O:26])[NH:12][C:13]1[CH:18]=[CH:17][C:16]([Cl:19])=[C:15]([C:20]2[CH:25]=[CH:24][CH:23]=[CH:22][N:21]=2)[CH:14]=1)[C:5]([OH:7])=O.[OH:27][CH2:28][CH2:29][CH2:30][NH2:31], predict the reaction product. The product is: [Cl:1][C:2]1[CH:3]=[C:4]([C:5]([NH:31][CH2:30][CH2:29][CH2:28][OH:27])=[O:7])[CH:8]=[CH:9][C:10]=1[C:11]([NH:12][C:13]1[CH:18]=[CH:17][C:16]([Cl:19])=[C:15]([C:20]2[CH:25]=[CH:24][CH:23]=[CH:22][N:21]=2)[CH:14]=1)=[O:26].